The task is: Predict which catalyst facilitates the given reaction.. This data is from Catalyst prediction with 721,799 reactions and 888 catalyst types from USPTO. (1) Reactant: [C:1]1([C:7]2([CH2:13][OH:14])[CH2:12][CH2:11][CH2:10][CH2:9][CH2:8]2)[CH:6]=[CH:5][CH:4]=[CH:3][CH:2]=1.CCN(CC)CC.[S:22](Cl)([CH3:25])(=[O:24])=[O:23]. Product: [C:1]1([C:7]2([CH2:13][O:14][S:22]([CH3:25])(=[O:24])=[O:23])[CH2:12][CH2:11][CH2:10][CH2:9][CH2:8]2)[CH:6]=[CH:5][CH:4]=[CH:3][CH:2]=1. The catalyst class is: 4. (2) Reactant: C[O:2][C:3](=[O:47])[CH2:4][C@H:5]([OH:46])[CH2:6][C@H:7]([OH:45])[CH:8]=[CH:9][C:10]1[N:11]([CH:42]([CH3:44])[CH3:43])[C:12]([C:29](=[O:41])[NH:30][C@@H:31]([C:33]2[CH:38]=[CH:37][C:36]([O:39][CH3:40])=[CH:35][CH:34]=2)[CH3:32])=[C:13]([C:22]2[CH:27]=[CH:26][C:25]([F:28])=[CH:24][CH:23]=2)[C:14]=1[C:15]1[CH:20]=[CH:19][C:18]([F:21])=[CH:17][CH:16]=1.C(O)C.O.[OH-].[Na+:53]. Product: [Na+:53].[F:21][C:18]1[CH:19]=[CH:20][C:15]([C:14]2[C:13]([C:22]3[CH:27]=[CH:26][C:25]([F:28])=[CH:24][CH:23]=3)=[C:12]([C:29](=[O:41])[NH:30][C@@H:31]([C:33]3[CH:38]=[CH:37][C:36]([O:39][CH3:40])=[CH:35][CH:34]=3)[CH3:32])[N:11]([CH:42]([CH3:44])[CH3:43])[C:10]=2[CH:9]=[CH:8][C@@H:7]([OH:45])[CH2:6][C@@H:5]([OH:46])[CH2:4][C:3]([O-:47])=[O:2])=[CH:16][CH:17]=1. The catalyst class is: 100. (3) Reactant: [CH2:1]([N:8]1[CH2:13][CH2:12][CH:11]([C:14]([OH:16])=O)[CH2:10][CH2:9]1)[C:2]1[CH:7]=[CH:6][CH:5]=[CH:4][CH:3]=1.[C:17]([C:21]1[N:26]=[C:25]([N:27]2[CH2:32][CH2:31][N:30]([CH2:33][CH2:34][CH2:35][CH2:36][NH2:37])[CH2:29][CH2:28]2)[CH:24]=[C:23]([C:38]([F:41])([F:40])[F:39])[N:22]=1)([CH3:20])([CH3:19])[CH3:18]. Product: [CH2:1]([N:8]1[CH2:9][CH2:10][CH:11]([C:14]([NH:37][CH2:36][CH2:35][CH2:34][CH2:33][N:30]2[CH2:31][CH2:32][N:27]([C:25]3[CH:24]=[C:23]([C:38]([F:41])([F:40])[F:39])[N:22]=[C:21]([C:17]([CH3:20])([CH3:19])[CH3:18])[N:26]=3)[CH2:28][CH2:29]2)=[O:16])[CH2:12][CH2:13]1)[C:2]1[CH:3]=[CH:4][CH:5]=[CH:6][CH:7]=1. The catalyst class is: 147. (4) The catalyst class is: 1. Product: [Br:15][C:16]1[C:25]2[CH2:24][CH2:23][CH2:22][C:21]([C:2]3[CH:7]=[CH:6][C:5]([CH3:8])=[C:4]([CH3:9])[CH:3]=3)([OH:26])[C:20]=2[CH:19]=[N:18][CH:17]=1. Reactant: Br[C:2]1[CH:7]=[CH:6][C:5]([CH3:8])=[C:4]([CH3:9])[CH:3]=1.[Li]CCCC.[Br:15][C:16]1[C:25]2[CH2:24][CH2:23][CH2:22][C:21](=[O:26])[C:20]=2[CH:19]=[N:18][CH:17]=1.[NH4+].[Cl-].